Dataset: Full USPTO retrosynthesis dataset with 1.9M reactions from patents (1976-2016). Task: Predict the reactants needed to synthesize the given product. (1) Given the product [Br:19][C:20]1[CH:27]=[CH:26][CH:25]=[CH:24][C:21]=1[CH2:22][NH:23][C:5](=[O:7])[CH:4]([O:3][CH2:1][CH3:2])[O:10][CH2:11][CH3:12], predict the reactants needed to synthesize it. The reactants are: [CH2:1]([O:3][CH:4]([O:10][CH2:11][CH3:12])[C:5]([O:7]CC)=O)[CH3:2].[OH-].[Na+].S(Cl)(Cl)=O.[Br:19][C:20]1[CH:27]=[CH:26][CH:25]=[CH:24][C:21]=1[CH2:22][NH2:23]. (2) Given the product [Cl:1][C:2]1[S:33][C:5]2[C:6]3([CH2:16][CH2:15][N:14]([CH2:17][C:18]4[C:19]([CH3:32])=[N:20][N:21]([C:23]5[C:30]([F:31])=[CH:29][CH:28]=[CH:27][C:24]=5[CH:25]=[N:38][CH2:37][CH2:36][O:35][CH3:34])[CH:22]=4)[CH2:13][CH2:12]3)[O:7][CH2:8][C:9]([F:11])([F:10])[C:4]=2[CH:3]=1, predict the reactants needed to synthesize it. The reactants are: [Cl:1][C:2]1[S:33][C:5]2[C:6]3([CH2:16][CH2:15][N:14]([CH2:17][C:18]4[C:19]([CH3:32])=[N:20][N:21]([C:23]5[C:30]([F:31])=[CH:29][CH:28]=[CH:27][C:24]=5[CH:25]=O)[CH:22]=4)[CH2:13][CH2:12]3)[O:7][CH2:8][C:9]([F:11])([F:10])[C:4]=2[CH:3]=1.[CH3:34][O:35][CH2:36][CH2:37][NH2:38]. (3) Given the product [Si:1]([O:8][CH2:9][C@@H:10]1[NH:16][C:15]2[N:17]([CH3:26])[N:18]=[C:19]([C:20]3[CH:25]=[CH:24][CH:23]=[CH:22][N:21]=3)[C:14]=2[C@@H:13]([C:57]2[C:56]([CH3:45])=[CH:55][CH:60]=[CH:59][C:58]=2[C:63]([NH:44][C:43]2[C:38]([CH3:37])=[N:39][CH:40]=[CH:41][CH:42]=2)=[O:64])[S:12][CH2:11]1)([C:4]([CH3:6])([CH3:5])[CH3:7])([CH3:3])[CH3:2], predict the reactants needed to synthesize it. The reactants are: [Si:1]([O:8][CH2:9][C@@H:10]1[NH:16][C:15]2[N:17]([CH3:26])[N:18]=[C:19]([C:20]3[CH:25]=[CH:24][CH:23]=[CH:22][N:21]=3)[C:14]=2[C@H:13](OC(=O)C2C=CC=C(C)C=2)[S:12][CH2:11]1)([C:4]([CH3:7])([CH3:6])[CH3:5])([CH3:3])[CH3:2].[CH3:37][C:38]1[C:43]([NH2:44])=[CH:42][CH:41]=[CH:40][N:39]=1.[CH3:45][Si]([N-][Si](C)(C)C)(C)C.[Li+].[CH3:55][CH2:56][CH2:57][CH2:58][CH2:59][CH3:60].C1C[O:64][CH2:63]C1. (4) Given the product [Cl:33][C:34]1[CH:35]=[C:36]([C:63]([NH:31][C@@H:30]2[CH2:25][CH2:26][S:27][C:28]2=[O:29])=[O:64])[CH:37]=[N:38][C:39]=1[NH:40][NH:41][C:42]([NH:44][CH:45]1[C:51]2[CH:52]=[CH:53][CH:54]=[CH:55][C:50]=2[S:49](=[O:56])(=[O:57])[N:48]([CH3:58])[C:47]2[CH:59]=[CH:60][CH:61]=[CH:62][C:46]1=2)=[S:43], predict the reactants needed to synthesize it. The reactants are: CN(C(ON1N=NC2C=CC=NC1=2)=[N+](C)C)C.F[P-](F)(F)(F)(F)F.[CH2:25]1[C@@H:30]([NH2:31])[C:28](=[O:29])[S:27][CH2:26]1.Cl.[Cl:33][C:34]1[CH:35]=[C:36]([C:63](O)=[O:64])[CH:37]=[N:38][C:39]=1[NH:40][NH:41][C:42]([NH:44][CH:45]1[C:51]2[CH:52]=[CH:53][CH:54]=[CH:55][C:50]=2[S:49](=[O:57])(=[O:56])[N:48]([CH3:58])[C:47]2[CH:59]=[CH:60][CH:61]=[CH:62][C:46]1=2)=[S:43].CCN(C(C)C)C(C)C. (5) Given the product [CH3:23][O:24][C:25](=[O:35])[CH2:26][C:27]1[CH:32]=[CH:31][C:30]([CH:33]=[O:34])=[CH:29][CH:28]=1, predict the reactants needed to synthesize it. The reactants are: CC(OI1(OC(C)=O)(OC(C)=O)OC(=O)C2C=CC=CC1=2)=O.[CH3:23][O:24][C:25](=[O:35])[CH2:26][C:27]1[CH:32]=[CH:31][C:30]([CH2:33][OH:34])=[CH:29][CH:28]=1.S([O-])([O-])(=O)=S.[Na+].[Na+]. (6) Given the product [F:13][C:9]1[C:8]([F:14])=[C:7]2[C:12]([C:3]([CH2:2][N:23]3[C:24]4[CH:30]=[CH:29][CH:28]=[CH:27][C:25]=4[N:26]=[C:22]3[C:21]3[N:17]([CH3:16])[CH:18]=[N:19][CH:20]=3)=[CH:4][C:5](=[O:15])[NH:6]2)=[CH:11][CH:10]=1, predict the reactants needed to synthesize it. The reactants are: Br[CH2:2][C:3]1[C:12]2[C:7](=[C:8]([F:14])[C:9]([F:13])=[CH:10][CH:11]=2)[NH:6][C:5](=[O:15])[CH:4]=1.[CH3:16][N:17]1[C:21]([C:22]2[NH:26][C:25]3[CH:27]=[CH:28][CH:29]=[CH:30][C:24]=3[N:23]=2)=[CH:20][N:19]=[CH:18]1. (7) The reactants are: [CH2:1]([O:3][C:4]([C:6]1[CH:11]=[CH:10][C:9]([N:12]2[CH2:17][CH2:16][C:15](=O)[CH2:14][CH2:13]2)=[CH:8][CH:7]=1)=[O:5])[CH3:2].[OH:19][C@@H:20]([CH2:33][NH2:34])[CH2:21][O:22][C:23]1[C:31]2[NH:30][C:29](=[O:32])[NH:28][C:27]=2[CH:26]=[CH:25][CH:24]=1.C(O)(=O)C. Given the product [CH2:1]([O:3][C:4](=[O:5])[C:6]1[CH:11]=[CH:10][C:9]([N:12]2[CH2:17][CH2:16][CH:15]([NH:34][CH2:33][C@H:20]([OH:19])[CH2:21][O:22][C:23]3[C:31]4[NH:30][C:29](=[O:32])[NH:28][C:27]=4[CH:26]=[CH:25][CH:24]=3)[CH2:14][CH2:13]2)=[CH:8][CH:7]=1)[CH3:2], predict the reactants needed to synthesize it. (8) Given the product [CH2:11]([O:8][C:6](=[O:7])[CH2:5][C:4]([C@@H:34]1[CH2:33][CH2:32][N:31]([C:39]([O:41][CH3:42])=[O:40])[C@@H:30]([CH2:29][C:28]2[CH:43]=[CH:44][CH:45]=[CH:46][C:27]=2[F:26])[CH2:35]1)=[O:10])[CH3:12].[CH2:17]([O:8][C:6](=[O:7])[CH2:5][C:36]([C@H:34]1[CH2:33][CH2:32][N:31]([C:39]([O:41][CH3:42])=[O:40])[C@@H:30]([CH2:29][C:28]2[CH:43]=[CH:44][CH:45]=[CH:46][C:27]=2[F:26])[CH2:35]1)=[O:38])[CH3:18], predict the reactants needed to synthesize it. The reactants are: [Cl-].[Mg+2].[Cl-].[C:4]([OH:10])(=O)[CH2:5][C:6]([OH:8])=[O:7].[CH2:11]([K])[CH3:12].N1(C(N2C=CN=C2)=O)[CH:18]=[CH:17]N=C1.[F:26][C:27]1[CH:46]=[CH:45][CH:44]=[CH:43][C:28]=1[CH2:29][CH:30]1[CH2:35][CH:34]([C:36]([OH:38])=O)[CH2:33][CH2:32][N:31]1[C:39]([O:41][CH3:42])=[O:40]. (9) The reactants are: [CH2:1]([O:3][C:4]#[CH:5])[CH3:2].[Cl:6][C:7]1[N:12]=[C:11](Cl)[C:10]([O:14][CH3:15])=[CH:9][N:8]=1.P([O-])([O-])([O-])=O.[K+].[K+].[K+].O. Given the product [Cl:6][C:7]1[N:12]=[C:11](/[CH:5]=[CH:4]/[O:3][CH2:1][CH3:2])[C:10]([O:14][CH3:15])=[CH:9][N:8]=1, predict the reactants needed to synthesize it.